Task: Regression. Given a peptide amino acid sequence and an MHC pseudo amino acid sequence, predict their binding affinity value. This is MHC class II binding data.. Dataset: Peptide-MHC class II binding affinity with 134,281 pairs from IEDB The peptide sequence is AKKVAATAANAAPAN. The MHC is HLA-DPA10201-DPB11401 with pseudo-sequence HLA-DPA10201-DPB11401. The binding affinity (normalized) is 0.581.